From a dataset of Forward reaction prediction with 1.9M reactions from USPTO patents (1976-2016). Predict the product of the given reaction. (1) Given the reactants [C:1]([O:5][C:6](=[O:19])[NH:7][C:8]1[CH:13]=[C:12](Cl)[C:11]([Cl:15])=[CH:10][C:9]=1[N+:16]([O-:18])=[O:17])([CH3:4])([CH3:3])[CH3:2].[NH:20]1[CH2:23][CH2:22][CH2:21]1.CCN(CC)CC, predict the reaction product. The product is: [C:1]([O:5][C:6](=[O:19])[NH:7][C:8]1[CH:13]=[C:12]([N:20]2[CH2:23][CH2:22][CH2:21]2)[C:11]([Cl:15])=[CH:10][C:9]=1[N+:16]([O-:18])=[O:17])([CH3:4])([CH3:3])[CH3:2]. (2) Given the reactants [F:1][C:2]1[CH:3]=[C:4]([CH:8]=[C:9]([OH:13])[C:10]=1[O:11][CH3:12])[C:5]([OH:7])=[O:6].O.[C:15](OC(=O)C)(=[O:17])[CH3:16], predict the reaction product. The product is: [C:15]([O:13][C:9]1[CH:8]=[C:4]([CH:3]=[C:2]([F:1])[C:10]=1[O:11][CH3:12])[C:5]([OH:7])=[O:6])(=[O:17])[CH3:16]. (3) Given the reactants [NH2:1][C:2]1[C:7]([Br:8])=[CH:6][C:5]([Cl:9])=[CH:4][C:3]=1[SH:10].[CH3:11][C:12]([CH3:17])([CH3:16])[C:13](Cl)=O, predict the reaction product. The product is: [Br:8][C:7]1[C:2]2[N:1]=[C:11]([C:12]([CH3:17])([CH3:16])[CH3:13])[S:10][C:3]=2[CH:4]=[C:5]([Cl:9])[CH:6]=1. (4) The product is: [OH:24][CH:16]([CH2:17][C:18]1[CH:23]=[CH:22][CH:21]=[CH:20][CH:19]=1)/[CH:15]=[CH:14]/[C@@H:13]1[N:9]([CH2:8][CH2:7][CH2:6][CH2:5][CH2:4][CH2:3][C:1]2[NH:2][N:45]=[N:44][N:43]=2)[C:10](=[O:29])[NH:11][CH2:12]1. Given the reactants [C:1]([CH2:3][CH2:4][CH2:5][CH2:6][CH2:7][CH2:8][N:9]1[C@@H:13](/[CH:14]=[CH:15]/[CH:16]([OH:24])[CH2:17][C:18]2[CH:23]=[CH:22][CH:21]=[CH:20][CH:19]=2)[CH2:12][N:11](C(OC)=O)[C:10]1=[O:29])#[N:2].C([Sn]([N:43]=[N+:44]=[N-:45])(CCCC)CCCC)CCC.[OH-].[K+], predict the reaction product. (5) Given the reactants Cl[C:2]1[N:3]=[N:4][C:5]([C:8]2[S:12][N:11]=[C:10]([CH3:13])[N:9]=2)=[CH:6][CH:7]=1.[NH:14]1[CH2:19][CH2:18][C:17]2([CH2:23][C:22]3[CH:24]=[CH:25][CH:26]=[CH:27][C:21]=3[O:20]2)[CH2:16][CH2:15]1.C(=O)([O-])[O-].[K+].[K+], predict the reaction product. The product is: [CH3:13][C:10]1[N:9]=[C:8]([C:5]2[N:4]=[N:3][C:2]([N:14]3[CH2:19][CH2:18][C:17]4([CH2:23][C:22]5[CH:24]=[CH:25][CH:26]=[CH:27][C:21]=5[O:20]4)[CH2:16][CH2:15]3)=[CH:7][CH:6]=2)[S:12][N:11]=1. (6) Given the reactants [N+:1]([C:4]1[CH:5]=[C:6]2[C:10](=[CH:11][CH:12]=1)[NH:9][CH:8]=[CH:7]2)([O-:3])=[O:2].N1CCCC1.[C:18]([N:26]1[CH2:31][CH2:30][C:29](=O)[CH2:28][CH2:27]1)(=[O:25])[C:19]1[CH:24]=[CH:23][CH:22]=[CH:21][CH:20]=1, predict the reaction product. The product is: [N+:1]([C:4]1[CH:5]=[C:6]2[C:10](=[CH:11][CH:12]=1)[NH:9][CH:8]=[C:7]2[C:29]1[CH2:30][CH2:31][N:26]([C:18]([C:19]2[CH:24]=[CH:23][CH:22]=[CH:21][CH:20]=2)=[O:25])[CH2:27][CH:28]=1)([O-:3])=[O:2]. (7) Given the reactants [F:1][C:2]([F:34])([F:33])[C:3]1[CH:4]=[C:5]([CH:26]=[C:27]([C:29]([F:32])([F:31])[F:30])[CH:28]=1)[C:6]([N:8]1[CH2:25][CH2:24][C:11]2([C:15](=[O:16])[NH:14][C:13](=[O:17])[CH:12]2[C:18]2[CH:23]=[CH:22][CH:21]=[CH:20][CH:19]=2)[CH2:10][CH2:9]1)=[O:7].O[CH2:36][CH2:37][N:38]1[CH2:42][CH2:41][CH2:40][CH2:39]1, predict the reaction product. The product is: [F:32][C:29]([F:30])([F:31])[C:27]1[CH:26]=[C:5]([CH:4]=[C:3]([C:2]([F:1])([F:33])[F:34])[CH:28]=1)[C:6]([N:8]1[CH2:9][CH2:10][C:11]2([C:15](=[O:16])[N:14]([CH2:36][CH2:37][N:38]3[CH2:42][CH2:41][CH2:40][CH2:39]3)[C:13](=[O:17])[CH:12]2[C:18]2[CH:19]=[CH:20][CH:21]=[CH:22][CH:23]=2)[CH2:24][CH2:25]1)=[O:7]. (8) The product is: [ClH:12].[C:13]([N:16]1[CH2:21][CH2:20][CH:19]([NH:22][C:23]2[C:30]([F:31])=[CH:29][C:26]([C:27]([NH2:28])=[O:11])=[C:25]([NH:32][C:33]3[CH:34]=[N:35][CH:36]=[C:37]([CH3:39])[CH:38]=3)[N:24]=2)[CH:18]([NH2:40])[CH2:17]1)(=[O:15])[CH3:14]. Given the reactants [OH-].[Na+].OO.CS(C)=O.CC[OH:11].[ClH:12].[C:13]([N:16]1[CH2:21][CH2:20][CH:19]([NH:22][C:23]2[C:30]([F:31])=[CH:29][C:26]([C:27]#[N:28])=[C:25]([NH:32][C:33]3[CH:34]=[N:35][CH:36]=[C:37]([CH3:39])[CH:38]=3)[N:24]=2)[CH:18]([NH2:40])[CH2:17]1)(=[O:15])[CH3:14], predict the reaction product. (9) Given the reactants [Cl:1][C:2]1[CH:20]=[C:19]([O:21]COC)[CH:18]=[CH:17][C:3]=1[CH2:4][CH:5]1[CH2:9][CH2:8][N:7]([CH:10]2[CH2:15][CH2:14][CH2:13][CH2:12][CH2:11]2)[C:6]1=[O:16].Cl.C(OCC)(=O)C.O, predict the reaction product. The product is: [Cl:1][C:2]1[CH:20]=[C:19]([OH:21])[CH:18]=[CH:17][C:3]=1[CH2:4][CH:5]1[CH2:9][CH2:8][N:7]([CH:10]2[CH2:11][CH2:12][CH2:13][CH2:14][CH2:15]2)[C:6]1=[O:16]. (10) Given the reactants [CH:1]12[NH:8][CH:5]([CH2:6][CH2:7]1)[CH2:4][CH:3]([O:9][CH2:10][C:11]1[C:12]([C:19]3[CH:24]=[CH:23][CH:22]=[CH:21][C:20]=3[O:25][C:26]([F:29])([F:28])[F:27])=[N:13][O:14][C:15]=1[CH:16]1[CH2:18][CH2:17]1)[CH2:2]2.CN(C)C(=O)C.C(=O)([O-])[O-].[Cs+].[Cs+].Br[C:43]1[S:44][C:45]2[CH:51]=[C:50]([C:52]([O:54][CH3:55])=[O:53])[CH:49]=[C:48]([F:56])[C:46]=2[N:47]=1, predict the reaction product. The product is: [CH:16]1([C:15]2[O:14][N:13]=[C:12]([C:19]3[CH:24]=[CH:23][CH:22]=[CH:21][C:20]=3[O:25][C:26]([F:28])([F:27])[F:29])[C:11]=2[CH2:10][O:9][CH:3]2[CH2:2][CH:1]3[N:8]([C:43]4[S:44][C:45]5[CH:51]=[C:50]([C:52]([O:54][CH3:55])=[O:53])[CH:49]=[C:48]([F:56])[C:46]=5[N:47]=4)[CH:5]([CH2:6][CH2:7]3)[CH2:4]2)[CH2:17][CH2:18]1.